This data is from Reaction yield outcomes from USPTO patents with 853,638 reactions. The task is: Predict the reaction yield, written as a fraction of the theoretical maximum amount of product (1.0 means a 100% yield; for example, 0.34 means a 34% yield). (1) The reactants are [F:1][C:2]1[CH:8]=[CH:7][C:5]([NH2:6])=[C:4]([CH3:9])[CH:3]=1.[C:10]([O:13]C(=O)C)(=O)[CH3:11].[Br:17]Br. The catalyst is C1(C)C=CC=CC=1.CC(O)=O. The product is [Br:17][C:8]1[C:2]([F:1])=[CH:3][C:4]([CH3:9])=[C:5]([NH:6][C:10](=[O:13])[CH3:11])[CH:7]=1. The yield is 0.800. (2) The reactants are [Cl:1][C:2]1[C:10]2[N:9]=[C:8]3[N:11]([C:15]4[CH:20]=[CH:19][C:18]([Cl:21])=[CH:17][C:16]=4[Cl:22])[CH2:12][CH2:13][CH2:14][N:7]3[C:6]=2[C:5]([CH:23]([NH:26][C:27](=[O:32])[C:28]([F:31])([F:30])[F:29])[CH2:24][CH3:25])=[CH:4][CH:3]=1.[H-].[Na+].I[CH2:36][CH3:37].O. The catalyst is CN(C)C=O. The product is [Cl:1][C:2]1[C:10]2[N:9]=[C:8]3[N:11]([C:15]4[CH:20]=[CH:19][C:18]([Cl:21])=[CH:17][C:16]=4[Cl:22])[CH2:12][CH2:13][CH2:14][N:7]3[C:6]=2[C:5]([CH:23]([N:26]([CH2:36][CH3:37])[C:27](=[O:32])[C:28]([F:30])([F:29])[F:31])[CH2:24][CH3:25])=[CH:4][CH:3]=1. The yield is 0.310. (3) The reactants are [CH3:1][O:2][C:3](=[O:27])[C:4]1[CH:9]=[CH:8][C:7]([NH:10][C@@H:11]2[CH2:16][CH2:15][CH2:14][CH2:13][C@H:12]2[CH3:17])=[C:6]([NH:18][C:19](=O)[CH2:20][C:21]2[S:25][CH:24]=[N:23][CH:22]=2)[CH:5]=1.Cl. The yield is 0.310. The product is [CH3:1][O:2][C:3]([C:4]1[CH:9]=[CH:8][C:7]2[N:10]([C@@H:11]3[CH2:16][CH2:15][CH2:14][CH2:13][C@H:12]3[CH3:17])[C:19]([CH2:20][C:21]3[S:25][CH:24]=[N:23][CH:22]=3)=[N:18][C:6]=2[CH:5]=1)=[O:27]. The catalyst is O1CCOCC1. (4) The reactants are [CH2:1]([O:8][C:9]1[CH:10]=[C:11]([S:15][C:16]2[CH:21]=[CH:20][C:19]([C:22]3[S:26][C:25]([C@@:27]4([CH3:41])[CH2:31][O:30]C(C)(C)[N:28]4C(OC(C)(C)C)=O)=[N:24][N:23]=3)=[CH:18][C:17]=2[C:42]([F:45])([F:44])[F:43])[CH:12]=[CH:13][CH:14]=1)[C:2]1[CH:7]=[CH:6][CH:5]=[CH:4][CH:3]=1.O. The catalyst is CO. The product is [NH2:28][C@@:27]([C:25]1[S:26][C:22]([C:19]2[CH:20]=[CH:21][C:16]([S:15][C:11]3[CH:12]=[CH:13][CH:14]=[C:9]([O:8][CH2:1][C:2]4[CH:3]=[CH:4][CH:5]=[CH:6][CH:7]=4)[CH:10]=3)=[C:17]([C:42]([F:43])([F:45])[F:44])[CH:18]=2)=[N:23][N:24]=1)([CH3:41])[CH2:31][OH:30]. The yield is 0.720. (5) The reactants are [O:1]=[C:2]1[C:6]2([CH2:11][CH2:10][N:9]([C:12]([O:14][C:15]([CH3:18])([CH3:17])[CH3:16])=[O:13])[CH2:8][CH2:7]2)[N:5]([C:19]2[CH:24]=[CH:23][CH:22]=[CH:21][CH:20]=2)[CH2:4][NH:3]1.Br[C@H:26]([C:31]1[CH:36]=[CH:35][CH:34]=[CH:33][CH:32]=1)[C:27]([O:29][CH3:30])=[O:28].C(=O)([O-])[O-].[K+].[K+]. The catalyst is CN(C)C=O. The product is [CH3:30][O:29][C:27](=[O:28])[C@H:26]([N:3]1[C:2](=[O:1])[C:6]2([CH2:7][CH2:8][N:9]([C:12]([O:14][C:15]([CH3:18])([CH3:17])[CH3:16])=[O:13])[CH2:10][CH2:11]2)[N:5]([C:19]2[CH:20]=[CH:21][CH:22]=[CH:23][CH:24]=2)[CH2:4]1)[C:31]1[CH:32]=[CH:33][CH:34]=[CH:35][CH:36]=1. The yield is 0.711. (6) The reactants are [Cl:1][C:2]1[CH:3]=[C:4]([CH2:12][C:13]([OH:15])=O)[CH:5]=[CH:6][C:7]=1[C:8]([F:11])([F:10])[F:9].[F:16][C:17]1[CH:22]=[CH:21][C:20]([N:23]2[C:31]3[CH2:30][CH2:29][CH2:28][NH:27][C:26]=3[CH:25]=[N:24]2)=[CH:19][CH:18]=1. No catalyst specified. The product is [Cl:1][C:2]1[CH:3]=[C:4]([CH2:12][C:13]([N:27]2[CH2:28][CH2:29][CH2:30][C:31]3[N:23]([C:20]4[CH:21]=[CH:22][C:17]([F:16])=[CH:18][CH:19]=4)[N:24]=[CH:25][C:26]2=3)=[O:15])[CH:5]=[CH:6][C:7]=1[C:8]([F:9])([F:10])[F:11]. The yield is 0.520. (7) The reactants are [CH3:1][C:2]1[CH:7]=[C:6]([O:8][CH2:9][CH2:10][CH2:11][C:12]2[CH:17]=[CH:16][CH:15]=[C:14]([CH3:18])[N:13]=2)[CH:5]=[C:4]([CH3:19])[C:3]=1[C:20]1[CH:25]=[CH:24][CH:23]=[C:22]([CH2:26][O:27][C:28]2[CH:33]=[CH:32][C:31]([CH2:34][CH2:35][C:36]([OH:38])=[O:37])=[CH:30][CH:29]=2)[CH:21]=1.C(OCC)(=O)C.[ClH:45]. The catalyst is C(OCC)(=O)C. The product is [ClH:45].[CH3:19][C:4]1[CH:5]=[C:6]([O:8][CH2:9][CH2:10][CH2:11][C:12]2[CH:17]=[CH:16][CH:15]=[C:14]([CH3:18])[N:13]=2)[CH:7]=[C:2]([CH3:1])[C:3]=1[C:20]1[CH:25]=[CH:24][CH:23]=[C:22]([CH2:26][O:27][C:28]2[CH:33]=[CH:32][C:31]([CH2:34][CH2:35][C:36]([OH:38])=[O:37])=[CH:30][CH:29]=2)[CH:21]=1. The yield is 0.710. (8) The yield is 0.720. The catalyst is C(Cl)Cl. The reactants are CN1CCOCC1.[C:8]([O:12][C:13]([NH:15][C@H:16]([C:22]([O:24][CH3:25])=[O:23])[CH2:17][CH2:18][C:19]([OH:21])=O)=[O:14])([CH3:11])([CH3:10])[CH3:9].[C:26]([O:30][C:31]([NH:33][CH2:34][CH2:35][NH:36][CH2:37][CH2:38][NH:39][C:40](=[O:46])[O:41][C:42]([CH3:45])([CH3:44])[CH3:43])=[O:32])([CH3:29])([CH3:28])[CH3:27]. The product is [C:42]([O:41][C:40]([NH:39][CH2:38][CH2:37][N:36]([CH2:35][CH2:34][NH:33][C:31]([O:30][C:26]([CH3:29])([CH3:28])[CH3:27])=[O:32])[C:19]([CH2:18][CH2:17][C@H:16]([NH:15][C:13]([O:12][C:8]([CH3:9])([CH3:10])[CH3:11])=[O:14])[C:22]([O:24][CH3:25])=[O:23])=[O:21])=[O:46])([CH3:45])([CH3:44])[CH3:43].